Dataset: Full USPTO retrosynthesis dataset with 1.9M reactions from patents (1976-2016). Task: Predict the reactants needed to synthesize the given product. (1) Given the product [O:14]1[CH2:18][CH2:17][CH2:16][CH:15]1[CH2:19][O:13][C:9]1[C:3]([C:4]([O:6][CH2:7][CH3:8])=[O:5])=[C:2]([CH:21]=[CH2:22])[N:12]=[CH:11][CH:10]=1, predict the reactants needed to synthesize it. The reactants are: Br[C:2]1[N:12]=[CH:11][CH:10]=[C:9]([OH:13])[C:3]=1[C:4]([O:6][CH2:7][CH3:8])=[O:5].[O:14]1[CH2:18][CH2:17][CH2:16][CH:15]1[CH2:19]O.[C:21]1(P(C2C=CC=CC=2)C2C=CC=CC=2)C=CC=C[CH:22]=1.N(C(OC(C)C)=O)=NC(OC(C)C)=O. (2) Given the product [C:12]([C:14](=[CH:1][C:3]1[CH:11]=[C:10]2[C:6]([CH:7]=[N:8][NH:9]2)=[CH:5][CH:4]=1)[C:15]([NH2:17])=[O:16])#[N:13], predict the reactants needed to synthesize it. The reactants are: [CH:1]([C:3]1[CH:11]=[C:10]2[C:6]([CH:7]=[N:8][NH:9]2)=[CH:5][CH:4]=1)=O.[C:12]([CH2:14][C:15]([NH2:17])=[O:16])#[N:13].N1CCCCC1.